From a dataset of Reaction yield outcomes from USPTO patents with 853,638 reactions. Predict the reaction yield, written as a fraction of the theoretical maximum amount of product (1.0 means a 100% yield; for example, 0.34 means a 34% yield). (1) The reactants are C1([C@@H]([NH:9][CH2:10][C@@H:11]2[C:13]3([CH2:18][CH2:17][N:16]([C:19]([O:21][C:22]([CH3:25])([CH3:24])[CH3:23])=[O:20])[CH2:15][CH2:14]3)[CH2:12]2)C)C=CC=CC=1. The catalyst is CO.[OH-].[OH-].[Pd+2]. The product is [NH2:9][CH2:10][C@@H:11]1[C:13]2([CH2:14][CH2:15][N:16]([C:19]([O:21][C:22]([CH3:25])([CH3:24])[CH3:23])=[O:20])[CH2:17][CH2:18]2)[CH2:12]1. The yield is 0.820. (2) The reactants are [CH3:1][N:2]1[C:10]2[C:5](=[CH:6][CH:7]=[C:8]([O:11][CH3:12])[CH:9]=2)[C:4]([C:13]([OH:15])=O)=[C:3]1[CH3:16].C(Cl)(=O)C(Cl)=O.C(Cl)Cl.[N:26]1([CH2:32][CH2:33][CH2:34][NH2:35])[CH2:31][CH2:30][O:29][CH2:28][CH2:27]1. No catalyst specified. The product is [CH3:12][O:11][C:8]1[CH:9]=[C:10]2[C:5]([C:4]([C:13]([NH:35][CH2:34][CH2:33][CH2:32][N:26]3[CH2:31][CH2:30][O:29][CH2:28][CH2:27]3)=[O:15])=[C:3]([CH3:16])[N:2]2[CH3:1])=[CH:6][CH:7]=1. The yield is 0.590. (3) The reactants are [NH2:1][C:2]1[C:11]2[C:6](=[C:7](Br)[CH:8]=[CH:9][CH:10]=2)[N:5]=[N:4][C:3]=1[C:13]([NH:15][CH2:16][CH2:17][CH3:18])=[O:14].CC1(C)C(C)(C)OB([C:27]2[CH:28]=[N:29][NH:30][CH:31]=2)O1. No catalyst specified. The product is [NH2:1][C:2]1[C:11]2[C:6](=[C:7]([C:27]3[CH:28]=[N:29][NH:30][CH:31]=3)[CH:8]=[CH:9][CH:10]=2)[N:5]=[N:4][C:3]=1[C:13]([NH:15][CH2:16][CH2:17][CH3:18])=[O:14]. The yield is 0.250. (4) The reactants are [CH3:1][O:2][C:3]1[C:11]([O:12][CH2:13][C:14]2[CH:19]=[CH:18][CH:17]=[CH:16][CH:15]=2)=[CH:10][C:6]([C:7]([NH2:9])=[O:8])=[C:5]([NH:20][C:21](=O)[C:22]2[CH:27]=[CH:26][CH:25]=[C:24]([N+:28]([O-:30])=[O:29])[CH:23]=2)[CH:4]=1.N1C=CC=CC=1.Cl. The catalyst is [OH-].[Na+]. The product is [CH2:13]([O:12][C:11]1[CH:10]=[C:6]2[C:5](=[CH:4][C:3]=1[O:2][CH3:1])[N:20]=[C:21]([C:22]1[CH:27]=[CH:26][CH:25]=[C:24]([N+:28]([O-:30])=[O:29])[CH:23]=1)[NH:9][C:7]2=[O:8])[C:14]1[CH:19]=[CH:18][CH:17]=[CH:16][CH:15]=1. The yield is 0.470.